Predict which catalyst facilitates the given reaction. From a dataset of Catalyst prediction with 721,799 reactions and 888 catalyst types from USPTO. (1) Reactant: Cl[CH2:2][C:3]1[N:12]=[C:11]([N:13]([CH3:15])[CH3:14])[C:10]2[C:5](=[CH:6][CH:7]=[CH:8][CH:9]=2)[N:4]=1.[C:16]([O-:19])(=[O:18])[CH3:17].[K+]. Product: [C:16]([O:19][CH2:2][C:3]1[N:12]=[C:11]([N:13]([CH3:15])[CH3:14])[C:10]2[C:5](=[CH:6][CH:7]=[CH:8][CH:9]=2)[N:4]=1)(=[O:18])[CH3:17]. The catalyst class is: 9. (2) Reactant: [CH3:1][O:2][C:3]([CH:5]1[C:10](=[O:11])[CH2:9][CH2:8][N:7]([C:12]([O:14][C:15]([CH3:18])([CH3:17])[CH3:16])=[O:13])[CH2:6]1)=[O:4].CCN(C(C)C)C(C)C.[CH3:28][O:29][CH2:30]Cl. Product: [CH3:1][O:2][C:3]([C:5]1[CH2:6][N:7]([C:12]([O:14][C:15]([CH3:18])([CH3:17])[CH3:16])=[O:13])[CH2:8][CH2:9][C:10]=1[O:11][CH2:28][O:29][CH3:30])=[O:4]. The catalyst class is: 2. (3) Reactant: [Br:1][C:2]1[CH:3]=[C:4]([CH2:9][NH2:10])[CH:5]=[CH:6][C:7]=1[F:8].[OH-].[Na+].[CH3:13][C:14]([O:17][C:18](O[C:18]([O:17][C:14]([CH3:16])([CH3:15])[CH3:13])=[O:19])=[O:19])([CH3:16])[CH3:15]. Product: [Br:1][C:2]1[CH:3]=[C:4]([CH2:9][NH:10][C:18](=[O:19])[O:17][C:14]([CH3:16])([CH3:15])[CH3:13])[CH:5]=[CH:6][C:7]=1[F:8]. The catalyst class is: 1. (4) Reactant: [CH2:1]([CH:3]([C:9]([O:11][CH2:12][CH3:13])=[O:10])[C:4]([O:6][CH2:7][CH3:8])=[O:5])[CH3:2].[H-].[Na+].[CH2:16](Br)[CH:17]=[CH2:18]. Product: [CH2:7]([O:6][C:4](=[O:5])[C:3]([CH2:18][CH:17]=[CH2:16])([CH2:1][CH3:2])[C:9]([O:11][CH2:12][CH3:13])=[O:10])[CH3:8]. The catalyst class is: 1.